This data is from Forward reaction prediction with 1.9M reactions from USPTO patents (1976-2016). The task is: Predict the product of the given reaction. Given the reactants Br[C:2]1[CH:3]=[N:4][C:5]2[N:6]([CH:8]=[C:9]([CH2:11][O:12][C:13]3[CH:18]=[CH:17][CH:16]=[CH:15][N:14]=3)[N:10]=2)[CH:7]=1.[F:19][C:20]1[C:25]2[O:26][CH2:27][O:28][C:24]=2[C:23](B2OC(C)(C)C(C)(C)O2)=[CH:22][CH:21]=1, predict the reaction product. The product is: [F:19][C:20]1[C:25]2[O:26][CH2:27][O:28][C:24]=2[C:23]([C:2]2[CH:3]=[N:4][C:5]3[N:6]([CH:8]=[C:9]([CH2:11][O:12][C:13]4[CH:18]=[CH:17][CH:16]=[CH:15][N:14]=4)[N:10]=3)[CH:7]=2)=[CH:22][CH:21]=1.